From a dataset of Forward reaction prediction with 1.9M reactions from USPTO patents (1976-2016). Predict the product of the given reaction. The product is: [O-2:11].[Ca+2:3].[NH2:4][C@H:5]([C:10]([OH:12])=[O:11])[CH2:6][CH2:7][S:8][CH3:9]. Given the reactants O.[O-2].[Ca+2:3].[NH2:4][C@H:5]([C:10]([OH:12])=[O:11])[CH2:6][CH2:7][S:8][CH3:9], predict the reaction product.